Dataset: Forward reaction prediction with 1.9M reactions from USPTO patents (1976-2016). Task: Predict the product of the given reaction. Given the reactants Cl[C:2]1[N:7]=[CH:6][C:5]([CH2:8][O:9][CH2:10][C:11]2[CH:16]=[CH:15][C:14]([C:17]3[C:18]([C:23]#[N:24])=[CH:19][CH:20]=[CH:21][CH:22]=3)=[CH:13][CH:12]=2)=[CH:4][CH:3]=1.O.[NH2:26][NH2:27], predict the reaction product. The product is: [NH:26]([C:2]1[N:7]=[CH:6][C:5]([CH2:8][O:9][CH2:10][C:11]2[CH:16]=[CH:15][C:14]([C:17]3[C:18]([C:23]#[N:24])=[CH:19][CH:20]=[CH:21][CH:22]=3)=[CH:13][CH:12]=2)=[CH:4][CH:3]=1)[NH2:27].